From a dataset of NCI-60 drug combinations with 297,098 pairs across 59 cell lines. Regression. Given two drug SMILES strings and cell line genomic features, predict the synergy score measuring deviation from expected non-interaction effect. Synergy scores: CSS=27.8, Synergy_ZIP=-12.4, Synergy_Bliss=-14.5, Synergy_Loewe=-22.0, Synergy_HSA=-9.58. Drug 2: CCN(CC)CCCC(C)NC1=C2C=C(C=CC2=NC3=C1C=CC(=C3)Cl)OC. Drug 1: C1=C(C(=O)NC(=O)N1)N(CCCl)CCCl. Cell line: MDA-MB-231.